From a dataset of Full USPTO retrosynthesis dataset with 1.9M reactions from patents (1976-2016). Predict the reactants needed to synthesize the given product. (1) Given the product [N:52]1([S:56]([NH:59][C:38](=[O:40])[C:37]2[CH:41]=[C:42]([CH:43]3[CH2:45][CH2:44]3)[C:34]([O:33][CH2:32][CH:26]3[CH2:27][CH2:28][CH2:29][CH2:30][CH2:31]3)=[CH:35][C:36]=2[F:46])(=[O:58])=[O:57])[CH2:55][CH2:54][CH2:53]1, predict the reactants needed to synthesize it. The reactants are: C1(C2C(OCC3(C(F)(F)F)CCCCC3)=CC(F)=C(C=2)C(O)=O)CC1.[CH:26]1([CH2:32][O:33][C:34]2[C:42]([CH:43]3[CH2:45][CH2:44]3)=[CH:41][C:37]([C:38]([OH:40])=O)=[C:36]([F:46])[CH:35]=2)[CH2:31][CH2:30][CH2:29][CH2:28][CH2:27]1.CS(N)(=O)=O.[N:52]1([S:56]([NH2:59])(=[O:58])=[O:57])[CH2:55][CH2:54][CH2:53]1. (2) Given the product [C:26]([NH:29][C:14]([C:13]1[C:9]([C:2]2[S:1][C:5]3[CH2:6][CH2:7][CH2:8][C:4]=3[N:3]=2)=[N:10][N:11]([CH2:17][O:18][CH2:19][CH2:20][Si:21]([CH3:23])([CH3:24])[CH3:22])[CH:12]=1)=[O:16])([CH3:28])([CH3:27])[CH3:25], predict the reactants needed to synthesize it. The reactants are: [S:1]1[C:5]2[CH2:6][CH2:7][CH2:8][C:4]=2[N:3]=[C:2]1[C:9]1[C:13]([C:14]([OH:16])=O)=[CH:12][N:11]([CH2:17][O:18][CH2:19][CH2:20][Si:21]([CH3:24])([CH3:23])[CH3:22])[N:10]=1.[CH3:25][C:26]([NH2:29])([CH3:28])[CH3:27].Cl.CN(C)CCCN=C=NCC.C1C=CC2N(O)N=NC=2C=1. (3) The reactants are: C1C(=O)N([Br:8])C(=O)C1.CC(N=NC(C#N)(C)C)(C#N)C.[CH3:21][C:22]1[S:26][C:25]([C:27]#[N:28])=[CH:24][CH:23]=1.C1C(=O)N(Br)C(=O)C1.CC(N=NC(C#N)(C)C)(C#N)C. Given the product [Br:8][CH2:21][C:22]1[S:26][C:25]([C:27]#[N:28])=[CH:24][CH:23]=1, predict the reactants needed to synthesize it. (4) Given the product [OH:10][CH2:9][CH2:8][C:7]1[CH:11]=[CH:12][C:4]([OH:3])=[C:5]([I:1])[CH:6]=1, predict the reactants needed to synthesize it. The reactants are: [I:1]I.[OH:3][C:4]1[CH:12]=[CH:11][C:7]([CH2:8][CH2:9][OH:10])=[CH:6][CH:5]=1. (5) Given the product [F:10][C:8]([F:11])([F:9])[C:6]1[CH:7]=[C:2]2[CH:1]=[N:13][NH:12][C:3]2=[CH:4][N:5]=1, predict the reactants needed to synthesize it. The reactants are: [CH3:1][C:2]1[CH:7]=[C:6]([C:8]([F:11])([F:10])[F:9])[N:5]=[CH:4][C:3]=1[NH2:12].[N:13]([O-])=O.[Na+]. (6) The reactants are: [C:1]1([C:14](O)=[O:15])[C:13]2[CH2:12][C:11]3[C:6](=[CH:7][CH:8]=[CH:9][CH:10]=3)[C:5]=2[CH:4]=[CH:3][CH:2]=1.[CH3:17][C:18]1[N:19]=[CH:20][N:21]([C:23]2[CH:24]=[C:25]([CH:27]=[CH:28][CH:29]=2)[NH2:26])[CH:22]=1.Cl.C(N=C=NCCCN(C)C)C. Given the product [CH3:17][C:18]1[N:19]=[CH:20][N:21]([C:23]2[CH:24]=[C:25]([NH:26][C:14]([C:1]3[C:13]4[CH2:12][C:11]5[C:6](=[CH:7][CH:8]=[CH:9][CH:10]=5)[C:5]=4[CH:4]=[CH:3][CH:2]=3)=[O:15])[CH:27]=[CH:28][CH:29]=2)[CH:22]=1, predict the reactants needed to synthesize it. (7) Given the product [N:19]1[CH:20]=[CH:21][CH:22]=[CH:23][C:18]=1[C:16]([C:3]1[CH:4]=[N:5][C:6]2[C:11]([C:2]=1[C:30]1[CH:29]=[CH:28][CH:27]=[C:26]([C:25]([F:36])([F:35])[F:24])[CH:31]=1)=[CH:10][CH:9]=[CH:8][C:7]=2[C:12]([F:15])([F:14])[F:13])=[O:17], predict the reactants needed to synthesize it. The reactants are: Cl[C:2]1[C:11]2[C:6](=[C:7]([C:12]([F:15])([F:14])[F:13])[CH:8]=[CH:9][CH:10]=2)[N:5]=[CH:4][C:3]=1[C:16]([C:18]1[CH:23]=[CH:22][CH:21]=[CH:20][N:19]=1)=[O:17].[F:24][C:25]([F:36])([F:35])[C:26]1[CH:27]=[C:28](B(O)O)[CH:29]=[CH:30][CH:31]=1.